Task: Regression. Given two drug SMILES strings and cell line genomic features, predict the synergy score measuring deviation from expected non-interaction effect.. Dataset: NCI-60 drug combinations with 297,098 pairs across 59 cell lines (1) Drug 1: CC=C1C(=O)NC(C(=O)OC2CC(=O)NC(C(=O)NC(CSSCCC=C2)C(=O)N1)C(C)C)C(C)C. Drug 2: C1CNP(=O)(OC1)N(CCCl)CCCl. Cell line: UO-31. Synergy scores: CSS=-3.59, Synergy_ZIP=0.662, Synergy_Bliss=-2.39, Synergy_Loewe=-1.77, Synergy_HSA=-4.60. (2) Drug 1: C1=CC(=CC=C1CCC2=CNC3=C2C(=O)NC(=N3)N)C(=O)NC(CCC(=O)O)C(=O)O. Drug 2: CC1CCC2CC(C(=CC=CC=CC(CC(C(=O)C(C(C(=CC(C(=O)CC(OC(=O)C3CCCCN3C(=O)C(=O)C1(O2)O)C(C)CC4CCC(C(C4)OC)OCCO)C)C)O)OC)C)C)C)OC. Cell line: SF-268. Synergy scores: CSS=22.1, Synergy_ZIP=-2.72, Synergy_Bliss=-3.04, Synergy_Loewe=2.39, Synergy_HSA=3.38.